This data is from Reaction yield outcomes from USPTO patents with 853,638 reactions. The task is: Predict the reaction yield, written as a fraction of the theoretical maximum amount of product (1.0 means a 100% yield; for example, 0.34 means a 34% yield). (1) The reactants are [Br:1][C:2]1[CH:7]=[CH:6][C:5]([C:8]2[N:13]=[C:12]([S:14][CH2:15][CH3:16])[N:11]=[C:10]([NH2:17])[CH:9]=2)=[CH:4][CH:3]=1.Br[CH2:19][CH:20](OC)OC. The catalyst is C1COCC1.O. The product is [Br:1][C:2]1[CH:3]=[CH:4][C:5]([C:8]2[N:13]=[C:12]([S:14][CH2:15][CH3:16])[N:11]3[CH:19]=[CH:20][N:17]=[C:10]3[CH:9]=2)=[CH:6][CH:7]=1. The yield is 0.773. (2) The reactants are [CH:1]1[C:10]2[C:5](=[CH:6]C(C#N)=[CH:8][CH:9]=2)[CH:4]=[CH:3][N:2]=1.[OH-:13].[K+].Cl.C(O)CO[CH2:19][CH2:20][OH:21]. No catalyst specified. The product is [CH:1]1[C:10]2[C:5](=[CH:6][C:19]([C:20]([OH:21])=[O:13])=[CH:8][CH:9]=2)[CH:4]=[CH:3][N:2]=1. The yield is 0.210.